From a dataset of NCI-60 drug combinations with 297,098 pairs across 59 cell lines. Regression. Given two drug SMILES strings and cell line genomic features, predict the synergy score measuring deviation from expected non-interaction effect. (1) Drug 1: C1C(C(OC1N2C=C(C(=O)NC2=O)F)CO)O. Drug 2: C1CC(C1)(C(=O)O)C(=O)O.[NH2-].[NH2-].[Pt+2]. Cell line: KM12. Synergy scores: CSS=24.2, Synergy_ZIP=-9.30, Synergy_Bliss=-7.91, Synergy_Loewe=0.111, Synergy_HSA=0.114. (2) Drug 1: CN1C2=C(C=C(C=C2)N(CCCl)CCCl)N=C1CCCC(=O)O.Cl. Drug 2: CC1CCC2CC(C(=CC=CC=CC(CC(C(=O)C(C(C(=CC(C(=O)CC(OC(=O)C3CCCCN3C(=O)C(=O)C1(O2)O)C(C)CC4CCC(C(C4)OC)O)C)C)O)OC)C)C)C)OC. Cell line: NCIH23. Synergy scores: CSS=8.50, Synergy_ZIP=2.51, Synergy_Bliss=4.79, Synergy_Loewe=-19.6, Synergy_HSA=-2.14. (3) Drug 1: C1CCC(C1)C(CC#N)N2C=C(C=N2)C3=C4C=CNC4=NC=N3. Drug 2: C1=CC(=CC=C1CCCC(=O)O)N(CCCl)CCCl. Cell line: OVCAR-4. Synergy scores: CSS=-10.3, Synergy_ZIP=0.188, Synergy_Bliss=-10.5, Synergy_Loewe=-11.4, Synergy_HSA=-11.8. (4) Drug 1: CC12CCC(CC1=CCC3C2CCC4(C3CC=C4C5=CN=CC=C5)C)O. Drug 2: C1=NNC2=C1C(=O)NC=N2. Cell line: PC-3. Synergy scores: CSS=10.0, Synergy_ZIP=-0.201, Synergy_Bliss=2.69, Synergy_Loewe=-0.534, Synergy_HSA=2.32. (5) Drug 1: CC12CCC3C(C1CCC2=O)CC(=C)C4=CC(=O)C=CC34C. Drug 2: CCCCC(=O)OCC(=O)C1(CC(C2=C(C1)C(=C3C(=C2O)C(=O)C4=C(C3=O)C=CC=C4OC)O)OC5CC(C(C(O5)C)O)NC(=O)C(F)(F)F)O. Cell line: HCT116. Synergy scores: CSS=38.1, Synergy_ZIP=-1.82, Synergy_Bliss=-6.54, Synergy_Loewe=-5.64, Synergy_HSA=-5.41. (6) Drug 1: CC1C(C(=O)NC(C(=O)N2CCCC2C(=O)N(CC(=O)N(C(C(=O)O1)C(C)C)C)C)C(C)C)NC(=O)C3=C4C(=C(C=C3)C)OC5=C(C(=O)C(=C(C5=N4)C(=O)NC6C(OC(=O)C(N(C(=O)CN(C(=O)C7CCCN7C(=O)C(NC6=O)C(C)C)C)C)C(C)C)C)N)C. Drug 2: C1CNP(=O)(OC1)N(CCCl)CCCl. Synergy scores: CSS=29.3, Synergy_ZIP=-0.573, Synergy_Bliss=-1.97, Synergy_Loewe=-83.0, Synergy_HSA=-0.799. Cell line: MDA-MB-435. (7) Drug 1: CC(C1=C(C=CC(=C1Cl)F)Cl)OC2=C(N=CC(=C2)C3=CN(N=C3)C4CCNCC4)N. Drug 2: C(CN)CNCCSP(=O)(O)O. Synergy scores: CSS=24.4, Synergy_ZIP=-1.18, Synergy_Bliss=-0.132, Synergy_Loewe=-22.0, Synergy_HSA=-0.749. Cell line: HCT116. (8) Synergy scores: CSS=-1.45, Synergy_ZIP=3.20, Synergy_Bliss=-4.54, Synergy_Loewe=-18.1, Synergy_HSA=-14.3. Cell line: SW-620. Drug 1: CC1=C(C=C(C=C1)NC2=NC=CC(=N2)N(C)C3=CC4=NN(C(=C4C=C3)C)C)S(=O)(=O)N.Cl. Drug 2: CN1C(=O)N2C=NC(=C2N=N1)C(=O)N. (9) Drug 1: C1=NC2=C(N=C(N=C2N1C3C(C(C(O3)CO)O)O)F)N. Drug 2: CC(C)CN1C=NC2=C1C3=CC=CC=C3N=C2N. Cell line: K-562. Synergy scores: CSS=8.40, Synergy_ZIP=-5.80, Synergy_Bliss=-7.86, Synergy_Loewe=-8.27, Synergy_HSA=-8.17.